Dataset: Forward reaction prediction with 1.9M reactions from USPTO patents (1976-2016). Task: Predict the product of the given reaction. Given the reactants [CH3:1][C:2]1[CH:3]=[C:4]([S:8][C:9]2[CH:14]=[CH:13][C:12]([S:15]([N:18]([CH2:30][CH2:31][N:32]3[CH2:37][CH2:36][O:35][CH2:34][CH2:33]3)[C@@H:19]([C:23]([O:25]C(C)(C)C)=[O:24])[CH:20]([CH3:22])[CH3:21])(=[O:17])=[O:16])=[CH:11][CH:10]=2)[CH:5]=[CH:6][CH:7]=1.[ClH:38], predict the reaction product. The product is: [ClH:38].[CH3:1][C:2]1[CH:3]=[C:4]([S:8][C:9]2[CH:10]=[CH:11][C:12]([S:15]([N:18]([CH2:30][CH2:31][N:32]3[CH2:37][CH2:36][O:35][CH2:34][CH2:33]3)[C@@H:19]([C:23]([OH:25])=[O:24])[CH:20]([CH3:22])[CH3:21])(=[O:17])=[O:16])=[CH:13][CH:14]=2)[CH:5]=[CH:6][CH:7]=1.